From a dataset of Catalyst prediction with 721,799 reactions and 888 catalyst types from USPTO. Predict which catalyst facilitates the given reaction. Reactant: C(N(CC)CC)C.[CH2:8]([O:10][C:11](Cl)=[O:12])[CH3:9].CN(C1C=CC=CN=1)C.[Si]([O:30][C:31]1[CH:36]=[C:35]([O:37][Si](C(C)(C)C)(C)C)[CH:34]=[CH:33][C:32]=1[C@H:45]1[CH2:50][CH2:49][C@H:48]([OH:51])[CH2:47][CH2:46]1)(C(C)(C)C)(C)C. Product: [C:11](=[O:12])([O:10][CH2:8][CH3:9])[O:51][C@H:48]1[CH2:47][CH2:46][C@H:45]([C:32]2[CH:33]=[CH:34][C:35]([OH:37])=[CH:36][C:31]=2[OH:30])[CH2:50][CH2:49]1. The catalyst class is: 4.